This data is from TCR-epitope binding with 47,182 pairs between 192 epitopes and 23,139 TCRs. The task is: Binary Classification. Given a T-cell receptor sequence (or CDR3 region) and an epitope sequence, predict whether binding occurs between them. (1) The epitope is KRWIILGLNK. The TCR CDR3 sequence is CASSLVDGGPETQYF. Result: 0 (the TCR does not bind to the epitope). (2) The epitope is KAFSPEVIPMF. The TCR CDR3 sequence is CASTGPYGYTF. Result: 1 (the TCR binds to the epitope). (3) The epitope is FLYNLLTRV. The TCR CDR3 sequence is CASSSGTSGSDTQYF. Result: 1 (the TCR binds to the epitope). (4) The epitope is SFHSLHLLF. The TCR CDR3 sequence is CSVLAVTYNEQFF. Result: 0 (the TCR does not bind to the epitope).